Dataset: Forward reaction prediction with 1.9M reactions from USPTO patents (1976-2016). Task: Predict the product of the given reaction. (1) The product is: [NH2:36][CH:37]([CH3:49])[CH2:38][C:39]1[CH:48]=[CH:47][C:42]([C:43]([NH:23][C:22]2[CH:21]=[C:20]([CH2:24][CH2:25][C:26]3[CH:27]=[C:28]([O:34][CH3:35])[CH:29]=[C:30]([O:32][CH3:33])[CH:31]=3)[NH:19][N:18]=2)=[O:44])=[CH:41][CH:40]=1. Given the reactants C[Si]([N-][Si](C)(C)C)(C)C.[Na+].C(OC([N:18]1[C:22]([NH2:23])=[CH:21][C:20]([CH2:24][CH2:25][C:26]2[CH:31]=[C:30]([O:32][CH3:33])[CH:29]=[C:28]([O:34][CH3:35])[CH:27]=2)=[N:19]1)=O)(C)(C)C.[NH2:36][CH:37]([CH3:49])[CH2:38][C:39]1[CH:48]=[CH:47][C:42]([C:43](OC)=[O:44])=[CH:41][CH:40]=1, predict the reaction product. (2) The product is: [NH2:9][C@@H:8]1[CH2:7][CH2:6][N:5]([CH2:17][CH2:18][N:19]2[C:28]3[C:23](=[CH:24][CH:25]=[C:26]([O:29][CH3:30])[CH:27]=3)[N:22]=[CH:21][C:20]2=[O:31])[CH2:4][C@H:3]1[O:2][CH3:1]. Given the reactants [CH3:1][O:2][C@H:3]1[C@H:8]([NH:9]C(=O)OC(C)(C)C)[CH2:7][CH2:6][N:5]([CH2:17][CH2:18][N:19]2[C:28]3[C:23](=[CH:24][CH:25]=[C:26]([O:29][CH3:30])[CH:27]=3)[N:22]=[CH:21][C:20]2=[O:31])[CH2:4]1.FC(F)(F)C(O)=O, predict the reaction product. (3) Given the reactants C([O:8][C:9]1[CH:10]=[CH:11][CH:12]=[C:13]2[C:18]=1[N:17]=[C:16](/[CH:19]=[CH:20]/[C:21]([OH:23])=[O:22])[CH:15]=[CH:14]2)C1C=CC=CC=1.S(Cl)(Cl)=O.[CH3:28]O, predict the reaction product. The product is: [OH:8][C:9]1[CH:10]=[CH:11][CH:12]=[C:13]2[C:18]=1[N:17]=[C:16]([CH2:19][CH2:20][C:21]([O:23][CH3:28])=[O:22])[CH:15]=[CH:14]2. (4) The product is: [F:26][C:27]1[CH:32]=[CH:31][CH:30]=[CH:29][C:28]=1[C:2]1[CH:7]=[CH:6][N:5]=[CH:4][C:3]=1[N:8]([CH3:25])[C:9](=[O:24])[C:10]1[CH:15]=[C:14]([C:16]([F:19])([F:18])[F:17])[CH:13]=[C:12]([C:20]([F:23])([F:22])[F:21])[CH:11]=1. Given the reactants Br[C:2]1[CH:7]=[CH:6][N:5]=[CH:4][C:3]=1[N:8]([CH3:25])[C:9](=[O:24])[C:10]1[CH:15]=[C:14]([C:16]([F:19])([F:18])[F:17])[CH:13]=[C:12]([C:20]([F:23])([F:22])[F:21])[CH:11]=1.[F:26][C:27]1[CH:32]=[CH:31][CH:30]=[CH:29][C:28]=1B(O)O.C([O-])([O-])=O.[K+].[K+], predict the reaction product. (5) Given the reactants [ClH:1].[C:2]12([C:12]3[N:13]=[C:14]4[N:18]([CH:19]=3)[C:17]([C:20]3[CH:25]=[CH:24][C:23]([O:26]C)=[C:22]([O:28]C)[CH:21]=3)=[CH:16][S:15]4)[CH2:11][CH:6]3[CH2:7][CH:8]([CH2:10][CH:4]([CH2:5]3)[CH2:3]1)[CH2:9]2.B(Br)(Br)Br, predict the reaction product. The product is: [ClH:1].[C:2]12([C:12]3[N:13]=[C:14]4[N:18]([CH:19]=3)[C:17]([C:20]3[CH:21]=[C:22]([OH:28])[C:23]([OH:26])=[CH:24][CH:25]=3)=[CH:16][S:15]4)[CH2:11][CH:6]3[CH2:5][CH:4]([CH2:10][CH:8]([CH2:7]3)[CH2:9]1)[CH2:3]2. (6) Given the reactants [Cl:1][C:2]1[C:3](=[O:31])[N:4]2[CH2:14][C:13]([CH2:16][N:17]3[CH2:22][CH2:21][CH:20]([NH:23]C(=O)OC(C)(C)C)[CH2:19][CH2:18]3)([OH:15])[C:6]3=[C:7]([F:12])[CH:8]=[N:9][C:10]([CH:11]=1)=[C:5]23.Cl, predict the reaction product. The product is: [NH2:23][CH:20]1[CH2:19][CH2:18][N:17]([CH2:16][C:13]2([OH:15])[C:6]3=[C:7]([F:12])[CH:8]=[N:9][C:10]4[CH:11]=[C:2]([Cl:1])[C:3](=[O:31])[N:4]([C:5]=43)[CH2:14]2)[CH2:22][CH2:21]1.